This data is from NCI-60 drug combinations with 297,098 pairs across 59 cell lines. The task is: Regression. Given two drug SMILES strings and cell line genomic features, predict the synergy score measuring deviation from expected non-interaction effect. (1) Synergy scores: CSS=15.8, Synergy_ZIP=-2.48, Synergy_Bliss=2.49, Synergy_Loewe=-6.53, Synergy_HSA=2.98. Cell line: SF-295. Drug 2: COCCOC1=C(C=C2C(=C1)C(=NC=N2)NC3=CC=CC(=C3)C#C)OCCOC.Cl. Drug 1: CC(C1=C(C=CC(=C1Cl)F)Cl)OC2=C(N=CC(=C2)C3=CN(N=C3)C4CCNCC4)N. (2) Drug 2: CC12CCC3C(C1CCC2OP(=O)(O)O)CCC4=C3C=CC(=C4)OC(=O)N(CCCl)CCCl.[Na+]. Cell line: NCI/ADR-RES. Synergy scores: CSS=4.80, Synergy_ZIP=-3.33, Synergy_Bliss=-0.592, Synergy_Loewe=-2.60, Synergy_HSA=-1.70. Drug 1: C1=NC(=NC(=O)N1C2C(C(C(O2)CO)O)O)N. (3) Drug 1: CCCS(=O)(=O)NC1=C(C(=C(C=C1)F)C(=O)C2=CNC3=C2C=C(C=N3)C4=CC=C(C=C4)Cl)F. Drug 2: C1CCC(C1)C(CC#N)N2C=C(C=N2)C3=C4C=CNC4=NC=N3. Cell line: SR. Synergy scores: CSS=47.7, Synergy_ZIP=-3.19, Synergy_Bliss=-3.72, Synergy_Loewe=-10.0, Synergy_HSA=-5.72. (4) Drug 1: CC1=C2C(C(=O)C3(C(CC4C(C3C(C(C2(C)C)(CC1OC(=O)C(C(C5=CC=CC=C5)NC(=O)OC(C)(C)C)O)O)OC(=O)C6=CC=CC=C6)(CO4)OC(=O)C)OC)C)OC. Drug 2: CS(=O)(=O)OCCCCOS(=O)(=O)C. Cell line: 786-0. Synergy scores: CSS=46.5, Synergy_ZIP=-0.550, Synergy_Bliss=-1.80, Synergy_Loewe=-2.63, Synergy_HSA=1.59. (5) Drug 1: CC12CCC(CC1=CCC3C2CCC4(C3CC=C4C5=CN=CC=C5)C)O. Drug 2: C(CN)CNCCSP(=O)(O)O. Cell line: KM12. Synergy scores: CSS=-1.40, Synergy_ZIP=-3.49, Synergy_Bliss=-3.97, Synergy_Loewe=-18.9, Synergy_HSA=-7.75. (6) Drug 1: C1CN1C2=NC(=NC(=N2)N3CC3)N4CC4. Drug 2: C1=NC2=C(N1)C(=S)N=CN2. Cell line: SF-539. Synergy scores: CSS=56.7, Synergy_ZIP=-11.8, Synergy_Bliss=-13.0, Synergy_Loewe=-14.7, Synergy_HSA=-7.27.